Predict the product of the given reaction. From a dataset of Forward reaction prediction with 1.9M reactions from USPTO patents (1976-2016). (1) The product is: [NH2:1][C:2]1[N:7]=[CH:6][C:5]([CH2:8][CH:9]([C:15]2[N:16]=[CH:17][N:18]([CH:21]3[CH2:26][CH2:25][CH2:24][CH2:23][CH2:22]3)[CH:19]=2)[C:10]([O:12][CH2:13][CH3:14])=[O:11])=[CH:4][CH:3]=1. Given the reactants [NH2:1][C:2]1[N:7]=[CH:6][C:5]([CH2:8][CH:9]([C:15]2[N:16]=[CH:17][NH:18][CH:19]=2)[C:10]([O:12][CH2:13][CH3:14])=[O:11])=[CH:4][CH:3]=1.Br[CH:21]1[CH2:26][CH2:25][CH2:24][CH2:23][CH2:22]1.C(N(CC)CC)C.CC(=O)OCC.O, predict the reaction product. (2) Given the reactants [OH:1][C:2]1[CH:3]=[C:4]([CH:12]=[C:13]([NH:15][C:16]2[NH:17][CH2:18][CH:19]([OH:22])[CH2:20][N:21]=2)[CH:14]=1)[C:5]([NH:7][CH2:8][C:9]([OH:11])=O)=[O:6].Cl.[NH2:24][C@H:25]([C:32]1[CH:37]=[C:36]([C:38]2([CH:41]([F:43])[F:42])[CH2:40][CH2:39]2)[CH:35]=[C:34]([Br:44])[CH:33]=1)[CH2:26][C:27]([O:29][CH2:30][CH3:31])=[O:28].O.ON1C2C=CC=CC=2N=N1.C(N=C=NC(C)C)(C)C, predict the reaction product. The product is: [Br:44][C:34]1[CH:33]=[C:32]([C@@H:25]([NH:24][C:9](=[O:11])[CH2:8][NH:7][C:5](=[O:6])[C:4]2[CH:12]=[C:13]([NH:15][C:16]3[NH:17][CH2:18][CH:19]([OH:22])[CH2:20][N:21]=3)[CH:14]=[C:2]([OH:1])[CH:3]=2)[CH2:26][C:27]([O:29][CH2:30][CH3:31])=[O:28])[CH:37]=[C:36]([C:38]2([CH:41]([F:43])[F:42])[CH2:39][CH2:40]2)[CH:35]=1.